Dataset: Reaction yield outcomes from USPTO patents with 853,638 reactions. Task: Predict the reaction yield, written as a fraction of the theoretical maximum amount of product (1.0 means a 100% yield; for example, 0.34 means a 34% yield). (1) The reactants are Br[C:2]1[C:8]([F:9])=[CH:7][C:5]([NH2:6])=[CH:4][C:3]=1[Cl:10].[Cu][C:12]#[N:13].[OH-].[NH4+]. The catalyst is CN(C=O)C. The product is [NH2:6][C:5]1[CH:7]=[C:8]([F:9])[C:2]([C:12]#[N:13])=[C:3]([Cl:10])[CH:4]=1. The yield is 0.770. (2) The reactants are N[C:2]1[CH:7]=[C:6]([Cl:8])[CH:5]=[CH:4][C:3]=1[S:9]([NH:12][C:13]1[CH:14]=[CH:15][CH:16]=[C:17]2[C:22]=1[N:21]=[CH:20][CH:19]=[C:18]2[C:23]([F:26])([F:25])[F:24])(=[O:11])=[O:10].N(OC(C)(C)C)=O.CC(O)=O. The catalyst is C1COCC1. The product is [Cl:8][C:6]1[CH:5]=[C:4]2[C:3]([S:9](=[O:10])(=[O:11])[NH:12][C:13]3[C:14]2=[CH:15][CH:16]=[C:17]2[C:22]=3[N:21]=[CH:20][CH:19]=[C:18]2[C:23]([F:26])([F:24])[F:25])=[CH:2][CH:7]=1. The yield is 0.180. (3) The reactants are [CH3:1][C:2]1[CH:3]=[C:4]([OH:15])[C:5]([C:9]2[CH:14]=[CH:13][CH:12]=[CH:11][N:10]=2)=[N:6][C:7]=1[CH3:8].[CH2:16]([O:23][C:24]1[CH:33]=[C:32]2[C:27]([C:28](Cl)=[CH:29][CH:30]=[N:31]2)=[CH:26][C:25]=1[O:35][CH3:36])[C:17]1[CH:22]=[CH:21][CH:20]=[CH:19][CH:18]=1.C(=O)([O-])[O-].[Cs+].[Cs+].O. The catalyst is CN(C)C1C=CN=CC=1.CS(C)=O. The product is [CH2:16]([O:23][C:24]1[CH:33]=[C:32]2[C:27]([C:28]([O:15][C:4]3[C:5]([C:9]4[CH:14]=[CH:13][CH:12]=[CH:11][N:10]=4)=[N:6][C:7]([CH3:8])=[C:2]([CH3:1])[CH:3]=3)=[CH:29][CH:30]=[N:31]2)=[CH:26][C:25]=1[O:35][CH3:36])[C:17]1[CH:18]=[CH:19][CH:20]=[CH:21][CH:22]=1. The yield is 0.730. (4) The reactants are [F:1][C:2]([F:14])([F:13])[C:3]([NH:5][C:6]1[CH:11]=[CH:10][CH:9]=[CH:8][C:7]=1[CH3:12])=[O:4].[Br:15][CH2:16][C:17](Br)=[O:18].[Al+3].[Cl-].[Cl-].[Cl-]. The catalyst is C(=S)=S. The product is [Br:15][CH2:16][C:17]([C:9]1[CH:10]=[CH:11][C:6]([NH:5][C:3](=[O:4])[C:2]([F:13])([F:14])[F:1])=[C:7]([CH3:12])[CH:8]=1)=[O:18]. The yield is 0.380.